This data is from Reaction yield outcomes from USPTO patents with 853,638 reactions. The task is: Predict the reaction yield, written as a fraction of the theoretical maximum amount of product (1.0 means a 100% yield; for example, 0.34 means a 34% yield). (1) The reactants are [CH3:1][C:2]1[CH:11]=[CH:10][CH:9]=[C:8]2[C:3]=1[C:4](=[O:30])[N:5]([C:23]1[CH:28]=[CH:27][CH:26]=[CH:25][C:24]=1[CH3:29])[C:6]([CH:12]([NH:15]C(=O)OC(C)(C)C)[CH2:13][CH3:14])=[N:7]2.Cl. The catalyst is CCOC(C)=O.O. The product is [NH2:15][CH:12]([C:6]1[N:5]([C:23]2[CH:28]=[CH:27][CH:26]=[CH:25][C:24]=2[CH3:29])[C:4](=[O:30])[C:3]2[C:8](=[CH:9][CH:10]=[CH:11][C:2]=2[CH3:1])[N:7]=1)[CH2:13][CH3:14]. The yield is 1.00. (2) The reactants are Br[C:2]1[CH:3]=[CH:4][C:5]2[CH:6]([CH:16]3[CH2:22][CH:21]4[N:23]([C:24](=[O:29])[C:25]([F:28])([F:27])[F:26])[CH:18]([CH2:19][CH2:20]4)[CH2:17]3)[C:7]3[C:12]([O:13][C:14]=2[CH:15]=1)=[CH:11][CH:10]=[CH:9][CH:8]=3.[Cu](C#N)[C:31]#[N:32].[I-].[K+]. The catalyst is CN(C=O)C. The product is [F:27][C:25]([F:26])([F:28])[C:24]([N:23]1[CH:21]2[CH2:20][CH2:19][CH:18]1[CH2:17][CH:16]([CH:6]1[C:5]3[CH:4]=[CH:3][C:2]([C:31]#[N:32])=[CH:15][C:14]=3[O:13][C:12]3[C:7]1=[CH:8][CH:9]=[CH:10][CH:11]=3)[CH2:22]2)=[O:29]. The yield is 0.600. (3) The reactants are Br[C:2]1[N:7]=[C:6]([CH2:8][O:9][N:10]=[C:11]([C:18]2[N:22]([CH3:23])[CH:21]=[N:20][N:19]=2)[C:12]2[CH:17]=[CH:16][CH:15]=[CH:14][CH:13]=2)[CH:5]=[CH:4][CH:3]=1.N#N.[CH:26]1([C:29]#[CH:30])[CH2:28][CH2:27]1.C(N(C(C)C)C(C)C)C. The catalyst is C1COCC1.CCOC(C)=O.[Cu](I)I.C1C=CC([P]([Pd]([P](C2C=CC=CC=2)(C2C=CC=CC=2)C2C=CC=CC=2)([P](C2C=CC=CC=2)(C2C=CC=CC=2)C2C=CC=CC=2)[P](C2C=CC=CC=2)(C2C=CC=CC=2)C2C=CC=CC=2)(C2C=CC=CC=2)C2C=CC=CC=2)=CC=1. The product is [CH:26]1([C:29]#[C:30][C:2]2[N:7]=[C:6]([CH2:8][O:9][N:10]=[C:11]([C:18]3[N:22]([CH3:23])[CH:21]=[N:20][N:19]=3)[C:12]3[CH:17]=[CH:16][CH:15]=[CH:14][CH:13]=3)[CH:5]=[CH:4][CH:3]=2)[CH2:28][CH2:27]1. The yield is 0.560.